From a dataset of Forward reaction prediction with 1.9M reactions from USPTO patents (1976-2016). Predict the product of the given reaction. (1) Given the reactants [C:1]1(=[O:6])[CH2:5][CH2:4][CH2:3][CH2:2]1, predict the reaction product. The product is: [CH2:5]1[C:1]2([CH2:5][C:1](=[O:6])[CH2:2][CH2:3][O:6]2)[CH2:2][CH2:3][CH2:4]1. (2) The product is: [C:1]([C:3]1[CH:4]=[C:5]([CH:32]=[CH:33][CH:34]=1)[C:6]([NH:8][C:9]1[CH:29]=[C:28]([F:30])[CH:27]=[C:11]([CH2:12][N:13]2[CH2:18][CH2:17][NH:16][C@@H:15]([CH3:26])[CH2:14]2)[C:10]=1[CH3:31])=[O:7])#[N:2]. Given the reactants [C:1]([C:3]1[CH:4]=[C:5]([CH:32]=[CH:33][CH:34]=1)[C:6]([NH:8][C:9]1[C:10]([CH3:31])=[C:11]([CH:27]=[C:28]([F:30])[CH:29]=1)[CH2:12][N:13]1[CH2:18][CH2:17][N:16](C(OC(C)(C)C)=O)[C@@H:15]([CH3:26])[CH2:14]1)=[O:7])#[N:2].C(O)(C(F)(F)F)=O, predict the reaction product. (3) Given the reactants [Cl:1][C:2]1[CH:27]=[CH:26][C:5]([O:6][C:7]2[CH:12]=[CH:11][CH:10]=[CH:9][C:8]=2[NH:13][S:14]([C:17]2[CH:25]=[CH:24][C:20]([C:21](O)=[O:22])=[CH:19][CH:18]=2)(=[O:16])=[O:15])=[C:4]([O:28][CH3:29])[CH:3]=1.C(OC([N:37]1[CH2:42][CH2:41][CH:40]([CH2:43][CH2:44][CH2:45][CH2:46][NH2:47])[CH2:39][CH2:38]1)=O)(C)(C)C, predict the reaction product. The product is: [ClH:1].[Cl:1][C:2]1[CH:27]=[CH:26][C:5]([O:6][C:7]2[CH:12]=[CH:11][CH:10]=[CH:9][C:8]=2[NH:13][S:14]([C:17]2[CH:18]=[CH:19][C:20]([C:21]([NH:47][CH2:46][CH2:45][CH2:44][CH2:43][CH:40]3[CH2:39][CH2:38][NH:37][CH2:42][CH2:41]3)=[O:22])=[CH:24][CH:25]=2)(=[O:15])=[O:16])=[C:4]([O:28][CH3:29])[CH:3]=1.